From a dataset of Acute oral toxicity (LD50) regression data from Zhu et al.. Regression/Classification. Given a drug SMILES string, predict its toxicity properties. Task type varies by dataset: regression for continuous values (e.g., LD50, hERG inhibition percentage) or binary classification for toxic/non-toxic outcomes (e.g., AMES mutagenicity, cardiotoxicity, hepatotoxicity). Dataset: ld50_zhu. (1) The drug is CCCCNC(=S)N(CCCC)CCCC. The rat oral LD50 is 1.91, given as -log10 of the dose in mol/kg body weight (higher means more acutely toxic). (2) The drug is CC(=O)OO. The rat oral LD50 is 1.69, given as -log10 of the dose in mol/kg body weight (higher means more acutely toxic). (3) The molecule is CN(C)C(=O)N(C(=O)c1ccccc1)c1ccc(Cl)c(Cl)c1. The rat oral LD50 is 1.83, given as -log10 of the dose in mol/kg body weight (higher means more acutely toxic). (4) The rat oral LD50 is 1.77, given as -log10 of the dose in mol/kg body weight (higher means more acutely toxic). The compound is OCCCc1ccccc1. (5) The molecule is Nc1nc2ccc(Cl)cc2o1. The rat oral LD50 is 2.87, given as -log10 of the dose in mol/kg body weight (higher means more acutely toxic). (6) The compound is C=COP(=O)(OCC)OC(CCl)c1cc(Cl)c(Cl)cc1Cl. The rat oral LD50 is 2.55, given as -log10 of the dose in mol/kg body weight (higher means more acutely toxic).